The task is: Predict the reactants needed to synthesize the given product.. This data is from Full USPTO retrosynthesis dataset with 1.9M reactions from patents (1976-2016). (1) Given the product [CH3:21][S:18]([CH:15]1[CH2:16][CH2:17][N:12]([CH2:11][C:9]2[S:10][C:5]3[C:4]([N:22]4[CH2:27][CH2:26][O:25][CH2:24][CH2:23]4)=[N:3][C:2]([C:32]4[CH:33]=[CH:34][C:29]([NH2:28])=[N:30][CH:31]=4)=[N:7][C:6]=3[CH:8]=2)[CH2:13][CH2:14]1)(=[O:20])=[O:19], predict the reactants needed to synthesize it. The reactants are: Cl[C:2]1[N:3]=[C:4]([N:22]2[CH2:27][CH2:26][O:25][CH2:24][CH2:23]2)[C:5]2[S:10][C:9]([CH2:11][N:12]3[CH2:17][CH2:16][CH:15]([S:18]([CH3:21])(=[O:20])=[O:19])[CH2:14][CH2:13]3)=[CH:8][C:6]=2[N:7]=1.[NH2:28][C:29]1[CH:34]=[CH:33][C:32](B2OC(C)(C)C(C)(C)O2)=[CH:31][N:30]=1. (2) Given the product [C:1]([O:4][C:5]12[CH2:9][C:7]([NH:10][C:11](=[O:13])[CH3:12])([CH2:8]1)[CH2:6]2)(=[O:3])[CH3:2], predict the reactants needed to synthesize it. The reactants are: [C:1]([O:4][C:5]12[CH2:9][C:7]([NH2:10])([CH2:8]1)[CH2:6]2)(=[O:3])[CH3:2].[C:11](Cl)(=[O:13])[CH3:12].